Predict the reactants needed to synthesize the given product. From a dataset of Full USPTO retrosynthesis dataset with 1.9M reactions from patents (1976-2016). (1) Given the product [CH:17]([C:14]1[CH:13]=[CH:12][CH:11]=[C:10]2[C:15]=1[CH2:16][NH:8][CH2:9]2)=[CH2:18], predict the reactants needed to synthesize it. The reactants are: C([N:8]1[CH2:16][C:15]2[C:10](=[CH:11][CH:12]=[CH:13][C:14]=2[CH:17]=[CH2:18])[CH2:9]1)C1C=CC=CC=1.ClC(OC(Cl)C)=O. (2) Given the product [F:30][C:23]1[CH:22]=[C:21]([CH:31]([NH:33][C:34]([C:36]2[N:37]=[C:38]([C:5]3[CH:4]=[C:3]([C:2]([F:17])([F:16])[F:1])[CH:8]=[C:7]([C:9]([F:12])([F:11])[F:10])[CH:6]=3)[S:39][CH:40]=2)=[O:35])[CH3:32])[CH:20]=[C:19]([F:18])[C:24]=1[NH:25][S:26]([CH3:29])(=[O:28])=[O:27], predict the reactants needed to synthesize it. The reactants are: [F:1][C:2]([F:17])([F:16])[C:3]1[CH:4]=[C:5](B(O)O)[CH:6]=[C:7]([C:9]([F:12])([F:11])[F:10])[CH:8]=1.[F:18][C:19]1[CH:20]=[C:21]([CH:31]([NH:33][C:34]([C:36]2[N:37]=[C:38](Cl)[S:39][CH:40]=2)=[O:35])[CH3:32])[CH:22]=[C:23]([F:30])[C:24]=1[NH:25][S:26]([CH3:29])(=[O:28])=[O:27].C([O-])([O-])=O.[Cs+].[Cs+]. (3) Given the product [CH2:23]([S:30]([NH:33][C:34]([CH:36]1[CH2:41][CH2:40][N:39]([C:2]2[C:12]([O:13][CH2:14][CH2:15][CH2:16][C:17]([O:19][CH3:20])=[O:18])=[CH:11][C:5]([C:6]([O:8][CH2:9][CH3:10])=[O:7])=[C:4]([CH3:21])[N:3]=2)[CH2:38][CH2:37]1)=[O:35])(=[O:31])=[O:32])[C:24]1[CH:25]=[CH:26][CH:27]=[CH:28][CH:29]=1, predict the reactants needed to synthesize it. The reactants are: Cl[C:2]1[C:12]([O:13][CH2:14][CH2:15][CH2:16][C:17]([O:19][CH3:20])=[O:18])=[CH:11][C:5]([C:6]([O:8][CH2:9][CH3:10])=[O:7])=[C:4]([CH3:21])[N:3]=1.Cl.[CH2:23]([S:30]([NH:33][C:34]([CH:36]1[CH2:41][CH2:40][NH:39][CH2:38][CH2:37]1)=[O:35])(=[O:32])=[O:31])[C:24]1[CH:29]=[CH:28][CH:27]=[CH:26][CH:25]=1.CCN(C(C)C)C(C)C.[NH4+].[Cl-]. (4) Given the product [ClH:39].[F:1][C:2]1[CH:7]=[CH:6][C:5]([C:8]2[C:9]([N:14]3[CH2:15][CH2:16][N:17]([CH2:20][CH2:21][N:22]([CH3:23])[S:36]([C:35]4[N:31]([CH3:30])[C:32]([CH3:40])=[N:33][CH:34]=4)(=[O:38])=[O:37])[CH2:18][CH2:19]3)=[N:10][CH:11]=[CH:12][N:13]=2)=[CH:4][CH:3]=1, predict the reactants needed to synthesize it. The reactants are: [F:1][C:2]1[CH:7]=[CH:6][C:5]([C:8]2[C:9]([N:14]3[CH2:19][CH2:18][N:17]([CH2:20][CH2:21][NH:22][CH3:23])[CH2:16][CH2:15]3)=[N:10][CH:11]=[CH:12][N:13]=2)=[CH:4][CH:3]=1.N1CCOCC1.[CH3:30][N:31]1[C:35]([S:36]([Cl:39])(=[O:38])=[O:37])=[CH:34][N:33]=[C:32]1[CH3:40]. (5) Given the product [C:6]([CH:8]=[CH:9][C:10]1[CH:19]=[CH:18][C:13]([C:14]([O:16][CH3:17])=[O:15])=[CH:12][CH:11]=1)([OH:7])=[O:5], predict the reactants needed to synthesize it. The reactants are: C([O:5][C:6]([CH:8]=[CH:9][C:10]1[CH:19]=[CH:18][C:13]([C:14]([O:16][CH3:17])=[O:15])=[CH:12][CH:11]=1)=[O:7])(C)(C)C. (6) Given the product [C:22]([O:21][C:19](=[O:20])[NH:18][CH:14]1[CH2:15][CH2:16][CH2:17][NH:11][CH2:12][CH:13]1[OH:26])([CH3:25])([CH3:23])[CH3:24], predict the reactants needed to synthesize it. The reactants are: C(OC([N:11]1[CH2:17][CH2:16][CH2:15][CH:14]([NH:18][C:19]([O:21][C:22]([CH3:25])([CH3:24])[CH3:23])=[O:20])[CH:13]([OH:26])[CH2:12]1)=O)C1C=CC=CC=1.